Dataset: Reaction yield outcomes from USPTO patents with 853,638 reactions. Task: Predict the reaction yield, written as a fraction of the theoretical maximum amount of product (1.0 means a 100% yield; for example, 0.34 means a 34% yield). The reactants are [F:1][C:2]1[CH:3]=[C:4]([S:9]([NH2:12])(=[O:11])=[O:10])[CH:5]=[CH:6][C:7]=1F.[NH:13]1[CH2:18][CH2:17][NH:16][CH2:15][CH2:14]1. The catalyst is O. The product is [F:1][C:2]1[CH:3]=[C:4]([S:9]([NH2:12])(=[O:11])=[O:10])[CH:5]=[CH:6][C:7]=1[N:13]1[CH2:18][CH2:17][NH:16][CH2:15][CH2:14]1. The yield is 0.860.